Task: Regression. Given two drug SMILES strings and cell line genomic features, predict the synergy score measuring deviation from expected non-interaction effect.. Dataset: NCI-60 drug combinations with 297,098 pairs across 59 cell lines Drug 1: CC1=C2C(C(=O)C3(C(CC4C(C3C(C(C2(C)C)(CC1OC(=O)C(C(C5=CC=CC=C5)NC(=O)OC(C)(C)C)O)O)OC(=O)C6=CC=CC=C6)(CO4)OC(=O)C)OC)C)OC. Drug 2: CN(CCCl)CCCl.Cl. Cell line: HOP-92. Synergy scores: CSS=29.0, Synergy_ZIP=-5.47, Synergy_Bliss=-3.69, Synergy_Loewe=-4.48, Synergy_HSA=1.76.